This data is from Peptide-MHC class II binding affinity with 134,281 pairs from IEDB. The task is: Regression. Given a peptide amino acid sequence and an MHC pseudo amino acid sequence, predict their binding affinity value. This is MHC class II binding data. The binding affinity (normalized) is 0.211. The MHC is HLA-DQA10301-DQB10302 with pseudo-sequence HLA-DQA10301-DQB10302. The peptide sequence is MLTLFILIITSTIKA.